From a dataset of Reaction yield outcomes from USPTO patents with 853,638 reactions. Predict the reaction yield, written as a fraction of the theoretical maximum amount of product (1.0 means a 100% yield; for example, 0.34 means a 34% yield). (1) The reactants are [ClH:1].[CH:2]1([NH:5][C:6](=[O:25])[CH:7]([OH:24])[CH:8]([NH:16]C(=O)OC(C)(C)C)[CH2:9][C:10]2[CH:15]=[CH:14][CH:13]=[CH:12][CH:11]=2)[CH2:4][CH2:3]1.COC(C)(C)C. The catalyst is C(Cl)Cl. The product is [ClH:1].[NH2:16][CH:8]([CH2:9][C:10]1[CH:15]=[CH:14][CH:13]=[CH:12][CH:11]=1)[CH:7]([OH:24])[C:6]([NH:5][CH:2]1[CH2:4][CH2:3]1)=[O:25]. The yield is 0.960. (2) The reactants are [CH:1]([C:4]1[C:8]([CH2:9][CH2:10][C:11](OCC)=[O:12])=[CH:7][N:6]([C:16]2[CH:21]=[C:20]([C:22]([F:25])([F:24])[F:23])[CH:19]=[CH:18][N:17]=2)[N:5]=1)([CH3:3])[CH3:2].[H-].C([Al+]CC(C)C)C(C)C.Cl. The catalyst is O1CCCC1.CCCCCC. The product is [CH:1]([C:4]1[C:8]([CH2:9][CH2:10][CH2:11][OH:12])=[CH:7][N:6]([C:16]2[CH:21]=[C:20]([C:22]([F:23])([F:25])[F:24])[CH:19]=[CH:18][N:17]=2)[N:5]=1)([CH3:3])[CH3:2]. The yield is 0.930. (3) The catalyst is CN(C1C=CN=CC=1)C.CN(C=O)C.CCOC(C)=O.O.C(Cl)Cl. The reactants are C(=O)([O-])[O:2][CH:3](CC=C)[C:4]1[S:5][C:6]2[CH:12]=[CH:11][C:10]([NH2:13])=[CH:9][C:7]=2[N:8]=1.[CH2:19]([C:23]1(C)[CH:31]=[C:30]([O:32][CH3:33])[CH:29]=[CH:28][CH:24]1[C:25](O)=[O:26])[CH2:20][CH:21]=[CH2:22].C(Cl)CCl.[OH-].[Na+]. The yield is 0.740. The product is [CH2:19]([C:23]1[CH:31]=[C:30]([O:32][CH3:33])[CH:29]=[CH:28][C:24]=1[C:25]([NH:13][C:10]1[CH:11]=[CH:12][C:6]2[S:5][C:4]([CH2:3][OH:2])=[N:8][C:7]=2[CH:9]=1)=[O:26])[CH2:20][CH:21]=[CH2:22]. (4) The reactants are C(OC([N:8]1[CH2:13][CH2:12][C:11]2[N:14]([CH3:44])[C:15]([C:17]3[C:22]([C:23]#[C:24][C:25]4[CH:30]=[CH:29][CH:28]=[C:27]([NH:31][S:32]([C:35]5[CH:40]=[C:39]([F:41])[CH:38]=[CH:37][C:36]=5[F:42])(=[O:34])=[O:33])[CH:26]=4)=[CH:21][N:20]=[C:19]([NH2:43])[N:18]=3)=[CH:16][C:10]=2[C:9]1=[O:45])=O)(C)(C)C.Cl. The yield is 0.180. The catalyst is O1CCOCC1. The product is [NH2:43][C:19]1[N:18]=[C:17]([C:15]2[N:14]([CH3:44])[C:11]3[CH2:12][CH2:13][NH:8][C:9](=[O:45])[C:10]=3[CH:16]=2)[C:22]([C:23]#[C:24][C:25]2[CH:26]=[C:27]([NH:31][S:32]([C:35]3[CH:40]=[C:39]([F:41])[CH:38]=[CH:37][C:36]=3[F:42])(=[O:33])=[O:34])[CH:28]=[CH:29][CH:30]=2)=[CH:21][N:20]=1. (5) The reactants are [NH2:1][C:2]1[NH:3][C:4](=[O:15])[C:5]([C:13]#[N:14])=[C:6]([C:8]2[O:9][CH:10]=[CH:11][CH:12]=2)[N:7]=1.C(=O)([O-])[O-].[Cs+].[Cs+].Cl.Cl[CH2:24][C:25]1[CH:34]=[CH:33][C:32]2[C:27](=[CH:28][CH:29]=[CH:30][CH:31]=2)[N:26]=1. The catalyst is CN(C=O)C. The product is [NH2:1][C:2]1[N:7]=[C:6]([C:8]2[O:9][CH:10]=[CH:11][CH:12]=2)[C:5]([C:13]#[N:14])=[C:4]([O:15][CH2:24][C:25]2[CH:34]=[CH:33][C:32]3[C:27](=[CH:28][CH:29]=[CH:30][CH:31]=3)[N:26]=2)[N:3]=1. The yield is 0.160. (6) The reactants are [Cl:1][C:2]1[N:11]=[C:10](Cl)[C:9]2[C:4](=[C:5]([O:14][CH3:15])[C:6]([CH3:13])=[CH:7][CH:8]=2)[N:3]=1.CCN(C(C)C)C(C)C.[H][H].O. The catalyst is CCOC(C)=O.[Pd]. The product is [Cl:1][C:2]1[N:11]=[CH:10][C:9]2[C:4](=[C:5]([O:14][CH3:15])[C:6]([CH3:13])=[CH:7][CH:8]=2)[N:3]=1. The yield is 0.675. (7) The reactants are [Br:1][C:2]1[CH:21]=[CH:20][C:5]([O:6][CH2:7][CH:8]([NH:12][C:13]([O:15][C:16]([CH3:19])([CH3:18])[CH3:17])=[O:14])[C:9]([OH:11])=O)=[CH:4][CH:3]=1.CN1CCOCC1.C1C=CC2N(O)N=NC=2C=1.CCN=C=NCCCN(C)C.Cl.[NH2:51][C@H:52]([CH:57]([CH3:59])[CH3:58])[C:53]([O:55][CH3:56])=[O:54]. The catalyst is CN(C=O)C. The product is [CH3:56][O:55][C:53](=[O:54])[CH:52]([NH:51][C:9](=[O:11])[CH:8]([NH:12][C:13]([O:15][C:16]([CH3:19])([CH3:18])[CH3:17])=[O:14])[CH2:7][O:6][C:5]1[CH:4]=[CH:3][C:2]([Br:1])=[CH:21][CH:20]=1)[CH:57]([CH3:59])[CH3:58]. The yield is 0.840. (8) The reactants are C([O:4][CH2:5][C:6]([N:8]1[CH2:13][CH2:12][CH:11]([CH:14]2[O:18][N:17]=[C:16]([C:19]3[CH:24]=[C:23]([C:25](=[O:37])[NH:26][CH2:27][C:28]4[CH:33]=[CH:32][C:31]([F:34])=[C:30]([O:35][CH3:36])[CH:29]=4)[N:22]=[C:21]([CH3:38])[N:20]=3)[CH2:15]2)[CH2:10][CH2:9]1)=[O:7])(=O)C.[OH-].[Na+]. The catalyst is C(#N)C. The product is [F:34][C:31]1[CH:32]=[CH:33][C:28]([CH2:27][NH:26][C:25]([C:23]2[CH:24]=[C:19]([C:16]3[CH2:15][CH:14]([CH:11]4[CH2:10][CH2:9][N:8]([C:6](=[O:7])[CH2:5][OH:4])[CH2:13][CH2:12]4)[O:18][N:17]=3)[N:20]=[C:21]([CH3:38])[N:22]=2)=[O:37])=[CH:29][C:30]=1[O:35][CH3:36]. The yield is 0.390.